Regression/Classification. Given a drug SMILES string, predict its absorption, distribution, metabolism, or excretion properties. Task type varies by dataset: regression for continuous measurements (e.g., permeability, clearance, half-life) or binary classification for categorical outcomes (e.g., BBB penetration, CYP inhibition). Dataset: cyp2d6_veith. From a dataset of CYP2D6 inhibition data for predicting drug metabolism from PubChem BioAssay. (1) The drug is O=C1CS[C@@H](c2ccccc2Cl)c2cc(Cl)ccc2N1. The result is 0 (non-inhibitor). (2) The compound is O=C(NNS(=O)(=O)c1ccc(Cl)cc1)NC1CCCCC1. The result is 0 (non-inhibitor). (3) The compound is CCOC(=O)NC(NC(=O)OCC)C(=O)c1ccc(F)cc1. The result is 0 (non-inhibitor).